Dataset: Full USPTO retrosynthesis dataset with 1.9M reactions from patents (1976-2016). Task: Predict the reactants needed to synthesize the given product. Given the product [ClH:8].[Cl:8][C:9]1[CH:34]=[CH:33][C:12]2[N:13]([CH3:3])[C:14]([CH2:16][N:17]([CH3:32])[C:18](=[O:31])[CH2:19][N:20]3[C:24]4[CH:25]=[C:26]([Cl:29])[CH:27]=[CH:28][C:23]=4[S:22][C:21]3=[O:30])=[N:15][C:11]=2[CH:10]=1, predict the reactants needed to synthesize it. The reactants are: [H-].[Na+].[CH3:3]N(C=O)C.[Cl:8][C:9]1[CH:34]=[CH:33][C:12]2[NH:13][C:14]([CH2:16][N:17]([CH3:32])[C:18](=[O:31])[CH2:19][N:20]3[C:24]4[CH:25]=[C:26]([Cl:29])[CH:27]=[CH:28][C:23]=4[S:22][C:21]3=[O:30])=[N:15][C:11]=2[CH:10]=1.CI.